From a dataset of TCR-epitope binding with 47,182 pairs between 192 epitopes and 23,139 TCRs. Binary Classification. Given a T-cell receptor sequence (or CDR3 region) and an epitope sequence, predict whether binding occurs between them. The epitope is KAYNVTQAF. The TCR CDR3 sequence is CATSDGTGEVREQYF. Result: 1 (the TCR binds to the epitope).